From a dataset of Reaction yield outcomes from USPTO patents with 853,638 reactions. Predict the reaction yield, written as a fraction of the theoretical maximum amount of product (1.0 means a 100% yield; for example, 0.34 means a 34% yield). (1) The reactants are [Li][CH2:2][CH2:3][CH2:4]C.[I-].C([P+](C1C=CC=CC=1)(C1C=CC=CC=1)C1C=CC=CC=1)(C)C.[CH:29]([C@@H:31]1[CH2:35][N:34]([C:36]([O:38][C:39]([CH3:42])([CH3:41])[CH3:40])=[O:37])[C:33](=[O:43])[CH2:32]1)=O.[NH4+].[Cl-]. The catalyst is C1COCC1. The product is [CH3:2][C:3]([CH3:4])=[CH:29][C@@H:31]1[CH2:35][N:34]([C:36]([O:38][C:39]([CH3:42])([CH3:41])[CH3:40])=[O:37])[C:33](=[O:43])[CH2:32]1. The yield is 0.600. (2) The reactants are [ClH:1].[CH2:2]([N:9]1[CH2:13][CH2:12][CH2:11][C@H:10]1[C:14]([N:16]1[CH2:21][CH2:20][CH:19]([CH2:22][C:23]2[CH:28]=[CH:27][C:26]([F:29])=[CH:25][CH:24]=2)[CH2:18][CH2:17]1)=O)[C:3]1[CH:8]=[CH:7][CH:6]=[CH:5][CH:4]=1.C1(N)C(F)=C(F)C(F)=C(N)C=1F.Cl.Cl. No catalyst specified. The product is [ClH:1].[ClH:1].[CH2:2]([N:9]1[CH2:13][CH2:12][CH2:11][C@H:10]1[CH2:14][N:16]1[CH2:21][CH2:20][CH:19]([CH2:22][C:23]2[CH:24]=[CH:25][C:26]([F:29])=[CH:27][CH:28]=2)[CH2:18][CH2:17]1)[C:3]1[CH:8]=[CH:7][CH:6]=[CH:5][CH:4]=1. The yield is 0.890. (3) The reactants are [C:1]([C:3]1[CH:8]=[CH:7][C:6]([C:9]2[C:10]([C:14](OC)=[O:15])=[N:11][S:12][N:13]=2)=[CH:5][CH:4]=1)#[N:2].[Li+].[BH4-]. The catalyst is O1CCCC1. The product is [OH:15][CH2:14][C:10]1[C:9]([C:6]2[CH:7]=[CH:8][C:3]([C:1]#[N:2])=[CH:4][CH:5]=2)=[N:13][S:12][N:11]=1. The yield is 1.00. (4) The reactants are [OH:1][NH:2][C:3]([C:5]1[CH:6]=[CH:7][C:8]2[CH:9]([CH:19]3[CH2:24][CH2:23][N:22](C(=O)C(F)(F)F)[CH2:21][CH2:20]3)[C:10]3[C:15]([O:16][C:17]=2[CH:18]=1)=[CH:14][CH:13]=[CH:12][CH:11]=3)=[NH:4].[C:31](N1C=CN=C1)(N1C=CN=C1)=[O:32]. The catalyst is O1CCOCC1. The product is [NH:22]1[CH2:23][CH2:24][CH:19]([CH:9]2[C:8]3[CH:7]=[CH:6][C:5]([C:3]4[NH:4][C:31](=[O:32])[O:1][N:2]=4)=[CH:18][C:17]=3[O:16][C:15]3[C:10]2=[CH:11][CH:12]=[CH:13][CH:14]=3)[CH2:20][CH2:21]1. The yield is 0.0700. (5) No catalyst specified. The reactants are [F:1][C:2]1[CH:7]=[CH:6][C:5]([CH2:8][C:9]2[CH:18]=[C:17]3[C:12]([C:13]([OH:29])=[C:14]([C:24]([O:26]CC)=O)[C:15](=[O:23])[N:16]3[CH2:19][CH2:20][O:21][CH3:22])=[N:11][CH:10]=2)=[CH:4][CH:3]=1.[NH2:30][CH2:31][CH2:32][N:33]([CH3:38])[S:34]([CH3:37])(=[O:36])=[O:35]. The product is [F:1][C:2]1[CH:3]=[CH:4][C:5]([CH2:8][C:9]2[CH:18]=[C:17]3[C:12]([C:13]([OH:29])=[C:14]([C:24]([NH:30][CH2:31][CH2:32][N:33]([CH3:38])[S:34]([CH3:37])(=[O:36])=[O:35])=[O:26])[C:15](=[O:23])[N:16]3[CH2:19][CH2:20][O:21][CH3:22])=[N:11][CH:10]=2)=[CH:6][CH:7]=1. The yield is 0.620. (6) The reactants are [OH:1][CH2:2][C:3]1[CH:11]=[CH:10][CH:9]=[C:8]2[C:4]=1[CH:5]=[CH:6][NH:7]2.C1CCCCC1. The catalyst is ClCCl.[O-2].[O-2].[Mn+4]. The product is [CH:2]([C:3]1[CH:11]=[CH:10][CH:9]=[C:8]2[C:4]=1[CH:5]=[CH:6][NH:7]2)=[O:1]. The yield is 0.860. (7) The catalyst is C(Cl)Cl. The reactants are [Cl:1][C:2]1[CH:7]=[CH:6][C:5]([C@@:8]2([OH:25])[CH2:13][CH2:12][CH:11]([C:14](=[O:22])[C@@H:15]([NH:19][CH:20]=O)[CH:16]([CH3:18])[CH3:17])[CH2:10][C:9]2([CH3:24])[CH3:23])=[CH:4][CH:3]=1.O=P(Cl)(Cl)Cl. The yield is 0.820. The product is [Cl:1][C:2]1[CH:3]=[CH:4][C:5]([C@@:8]2([OH:25])[CH2:13][CH2:12][CH:11]([C:14](=[O:22])[C@@H:15]([N+:19]#[C-:20])[CH:16]([CH3:18])[CH3:17])[CH2:10][C:9]2([CH3:23])[CH3:24])=[CH:6][CH:7]=1. (8) The reactants are [C:1]([O:4][C:5]1[CH:10]=[C:9]([I:11])[CH:8]=[C:7]([O:12]C(=O)C)[C:6]=1[Cl:16])(=[O:3])[CH3:2].[OH-].[Li+].Cl. The catalyst is O.O1CCOCC1. The product is [C:1]([O:4][C:5]1[CH:10]=[C:9]([I:11])[CH:8]=[C:7]([OH:12])[C:6]=1[Cl:16])(=[O:3])[CH3:2]. The yield is 0.860. (9) The reactants are [Br:1][C:2]1[C:3](F)=[C:4]2[C:10]([NH:11][C:12](=[O:17])[CH2:13][CH:14]([CH3:16])[CH3:15])=[CH:9][NH:8][C:5]2=[N:6][CH:7]=1.[NH:19]1[CH2:24][CH2:23][CH2:22][C@@H:21]([NH:25][C:26](=[O:32])[O:27][C:28]([CH3:31])([CH3:30])[CH3:29])[CH2:20]1.C(N(CC)CC)C. The catalyst is CCCCO. The product is [Br:1][C:2]1[C:3]([N:19]2[CH2:24][CH2:23][CH2:22][C@@H:21]([NH:25][C:26](=[O:32])[O:27][C:28]([CH3:30])([CH3:29])[CH3:31])[CH2:20]2)=[C:4]2[C:10]([NH:11][C:12](=[O:17])[CH2:13][CH:14]([CH3:16])[CH3:15])=[CH:9][NH:8][C:5]2=[N:6][CH:7]=1. The yield is 0.390. (10) The reactants are [CH3:1][O:2][C:3](=[O:16])[C:4]1[CH:9]=[C:8](I)[C:7]([C:11]([F:14])([F:13])[F:12])=[CH:6][C:5]=1[NH2:15].CCN(CC)CC.[CH3:24][O:25][CH2:26][C:27]#[CH:28]. The catalyst is O1CCOCC1.Cl[Pd](Cl)([P](C1C=CC=CC=1)(C1C=CC=CC=1)C1C=CC=CC=1)[P](C1C=CC=CC=1)(C1C=CC=CC=1)C1C=CC=CC=1.[Cu]I. The product is [CH3:1][O:2][C:3](=[O:16])[C:4]1[CH:9]=[C:8]([C:28]#[C:27][CH2:26][O:25][CH3:24])[C:7]([C:11]([F:14])([F:13])[F:12])=[CH:6][C:5]=1[NH2:15]. The yield is 0.780.